This data is from Forward reaction prediction with 1.9M reactions from USPTO patents (1976-2016). The task is: Predict the product of the given reaction. (1) The product is: [NH2:13][C:8]1[CH:7]=[CH:6][CH:5]=[CH:10][C:9]=1[NH:11][C:32]([C:28]1[CH:27]=[CH:31][NH:30][N:29]=1)=[O:33]. Given the reactants C(Cl)CCl.[CH:5]1[CH:6]=[CH:7][C:8]2[N:13](O)N=[N:11][C:9]=2[CH:10]=1.C(C1C=CC(OC)=C(C=1)C(N[C:27]1[C:28]([C:32](O)=[O:33])=[N:29][NH:30][CH:31]=1)=O)(C)(C)C.C1(N)C(N)=CC=CC=1, predict the reaction product. (2) Given the reactants C([O:8][CH2:9][C@H:10]1[CH2:15][CH2:14][C@H:13]2[C@H:16]3[C@H:26]([CH2:27][CH2:28][C@:11]12[CH3:12])[C@:24]1([CH3:25])[C@H:19]([CH2:20][C@H:21]([O:29][CH2:30][O:31][CH3:32])[CH2:22][CH2:23]1)[C@H:18]([O:33][CH3:34])[CH2:17]3)C1C=CC=CC=1, predict the reaction product. The product is: [CH3:34][O:33][C@H:18]1[C@@H:19]2[C@:24]([CH3:25])([CH2:23][CH2:22][C@@H:21]([O:29][CH2:30][O:31][CH3:32])[CH2:20]2)[C@@H:26]2[C@H:16]([C@H:13]3[C@@:11]([CH2:28][CH2:27]2)([CH3:12])[C@@H:10]([CH2:9][OH:8])[CH2:15][CH2:14]3)[CH2:17]1. (3) Given the reactants Br[C:2]1[CH:7]=[CH:6][C:5]([C:8]2[S:9][C:10]3[C:16]([C:17]4[CH:22]=[CH:21][C:20]([Cl:23])=[CH:19][CH:18]=4)=[C:15]([C@H:24]([O:30][C:31]([CH3:34])([CH3:33])[CH3:32])[C:25]([O:27][CH2:28][CH3:29])=[O:26])[C:14]([CH3:35])=[CH:13][C:11]=3[N:12]=2)=[CH:4][CH:3]=1.[CH3:36][N:37]1[C:41]([CH3:42])=[C:40](B(O)O)[CH:39]=[N:38]1.C([O-])([O-])=O.[K+].[K+], predict the reaction product. The product is: [C:31]([O:30][C@@H:24]([C:15]1[C:14]([CH3:35])=[CH:13][C:11]2[N:12]=[C:8]([C:5]3[CH:6]=[CH:7][C:2]([C:40]4[CH:39]=[N:38][N:37]([CH3:36])[C:41]=4[CH3:42])=[CH:3][CH:4]=3)[S:9][C:10]=2[C:16]=1[C:17]1[CH:22]=[CH:21][C:20]([Cl:23])=[CH:19][CH:18]=1)[C:25]([O:27][CH2:28][CH3:29])=[O:26])([CH3:34])([CH3:33])[CH3:32]. (4) Given the reactants C([O:3][C:4]([C@@:6]1([CH3:19])[CH2:11][CH2:10][CH2:9][N:8]([CH2:12][C:13]2[CH:18]=[CH:17][CH:16]=[CH:15][CH:14]=2)[CH2:7]1)=O)C.[H-].[H-].[H-].[H-].[Li+].[Al+3].[OH-].[Na+], predict the reaction product. The product is: [CH2:12]([N:8]1[CH2:9][CH2:10][CH2:11][C@@:6]([CH2:4][OH:3])([CH3:19])[CH2:7]1)[C:13]1[CH:18]=[CH:17][CH:16]=[CH:15][CH:14]=1.